Task: Predict the product of the given reaction.. Dataset: Forward reaction prediction with 1.9M reactions from USPTO patents (1976-2016) Given the reactants [Cl:1][C:2]1[CH:18]=[CH:17][C:5]([O:6][C:7]2[CH:14]=[CH:13][C:12]([CH2:15][OH:16])=[CH:11][C:8]=2[C:9]#[N:10])=[CH:4][C:3]=1[C:19]([F:22])([F:21])[F:20].[H-].[Na+].Cl[C:26]1[CH:27]=[C:28]2[N:35]([C:36]([O:38][C:39]([CH3:42])([CH3:41])[CH3:40])=[O:37])[CH2:34][CH2:33][N:29]2[C:30](=[O:32])[N:31]=1, predict the reaction product. The product is: [C:39]([O:38][C:36]([N:35]1[C:28]2[N:29]([C:30](=[O:32])[N:31]=[C:26]([O:16][CH2:15][C:12]3[CH:13]=[CH:14][C:7]([O:6][C:5]4[CH:17]=[CH:18][C:2]([Cl:1])=[C:3]([C:19]([F:20])([F:21])[F:22])[CH:4]=4)=[C:8]([C:9]#[N:10])[CH:11]=3)[CH:27]=2)[CH2:33][CH2:34]1)=[O:37])([CH3:42])([CH3:40])[CH3:41].